From a dataset of NCI-60 drug combinations with 297,098 pairs across 59 cell lines. Regression. Given two drug SMILES strings and cell line genomic features, predict the synergy score measuring deviation from expected non-interaction effect. (1) Drug 1: C1CC(C1)(C(=O)O)C(=O)O.[NH2-].[NH2-].[Pt+2]. Drug 2: COC1=C2C(=CC3=C1OC=C3)C=CC(=O)O2. Cell line: UACC-257. Synergy scores: CSS=1.80, Synergy_ZIP=0.713, Synergy_Bliss=1.28, Synergy_Loewe=-1.60, Synergy_HSA=-1.48. (2) Drug 1: CC1=C(C=C(C=C1)NC2=NC=CC(=N2)N(C)C3=CC4=NN(C(=C4C=C3)C)C)S(=O)(=O)N.Cl. Drug 2: CCN(CC)CCNC(=O)C1=C(NC(=C1C)C=C2C3=C(C=CC(=C3)F)NC2=O)C. Cell line: MOLT-4. Synergy scores: CSS=14.4, Synergy_ZIP=-1.66, Synergy_Bliss=5.73, Synergy_Loewe=2.62, Synergy_HSA=3.80. (3) Drug 1: C(CN)CNCCSP(=O)(O)O. Drug 2: CC12CCC3C(C1CCC2OP(=O)(O)O)CCC4=C3C=CC(=C4)OC(=O)N(CCCl)CCCl.[Na+]. Cell line: SF-295. Synergy scores: CSS=53.5, Synergy_ZIP=-0.626, Synergy_Bliss=-1.74, Synergy_Loewe=-16.3, Synergy_HSA=-3.88. (4) Drug 1: CN(C)C1=NC(=NC(=N1)N(C)C)N(C)C. Drug 2: CCCCC(=O)OCC(=O)C1(CC(C2=C(C1)C(=C3C(=C2O)C(=O)C4=C(C3=O)C=CC=C4OC)O)OC5CC(C(C(O5)C)O)NC(=O)C(F)(F)F)O. Cell line: SF-539. Synergy scores: CSS=-2.51, Synergy_ZIP=-0.577, Synergy_Bliss=-2.87, Synergy_Loewe=-8.03, Synergy_HSA=-5.38. (5) Drug 1: C(=O)(N)NO. Drug 2: CC1C(C(CC(O1)OC2CC(CC3=C2C(=C4C(=C3O)C(=O)C5=CC=CC=C5C4=O)O)(C(=O)C)O)N)O. Cell line: OVCAR-8. Synergy scores: CSS=35.4, Synergy_ZIP=-4.98, Synergy_Bliss=-6.83, Synergy_Loewe=-23.9, Synergy_HSA=-3.51. (6) Drug 1: C1CNP(=O)(OC1)N(CCCl)CCCl. Drug 2: C1CCC(C(C1)N)N.C(=O)(C(=O)[O-])[O-].[Pt+4]. Cell line: COLO 205. Synergy scores: CSS=22.6, Synergy_ZIP=-1.32, Synergy_Bliss=-6.35, Synergy_Loewe=-29.2, Synergy_HSA=-7.60. (7) Drug 1: C1=NC2=C(N1)C(=S)N=CN2. Drug 2: CS(=O)(=O)OCCCCOS(=O)(=O)C. Cell line: IGROV1. Synergy scores: CSS=2.24, Synergy_ZIP=-1.09, Synergy_Bliss=-0.769, Synergy_Loewe=-2.51, Synergy_HSA=-2.34.